Dataset: Reaction yield outcomes from USPTO patents with 853,638 reactions. Task: Predict the reaction yield, written as a fraction of the theoretical maximum amount of product (1.0 means a 100% yield; for example, 0.34 means a 34% yield). (1) The reactants are [CH3:1][O:2][C:3]1[CH:8]=[CH:7][C:6]([C:9](=O)[CH2:10][CH2:11][C:12](=O)[CH3:13])=[CH:5][CH:4]=1.[Br:16][C:17]1[CH:22]=[CH:21][C:20]([CH2:23][CH2:24][NH2:25])=[CH:19][CH:18]=1.O.C1(C)C=CC(S(O)(=O)=O)=CC=1. The catalyst is C1(C)C=CC=CC=1. The yield is 0.680. The product is [Br:16][C:17]1[CH:22]=[CH:21][C:20]([CH2:23][CH2:24][N:25]2[C:12]([CH3:13])=[CH:11][CH:10]=[C:9]2[C:6]2[CH:7]=[CH:8][C:3]([O:2][CH3:1])=[CH:4][CH:5]=2)=[CH:19][CH:18]=1. (2) The reactants are C(OC(=O)[NH:7][C@H:8]([C:10]1[N:14]([C:15]2[CH:20]=[CH:19][CH:18]=[CH:17][N:16]=2)[C:13]2[C:21]([CH3:26])=[C:22]([F:25])[CH:23]=[CH:24][C:12]=2[N:11]=1)[CH3:9])(C)(C)C.[ClH:28]. The catalyst is O1CCOCC1. The product is [ClH:28].[ClH:28].[F:25][C:22]1[CH:23]=[CH:24][C:12]2[N:11]=[C:10]([C@@H:8]([NH2:7])[CH3:9])[N:14]([C:15]3[CH:20]=[CH:19][CH:18]=[CH:17][N:16]=3)[C:13]=2[C:21]=1[CH3:26]. The yield is 1.00. (3) The reactants are Br[C:2]1[C:11]2[C:6](=[CH:7][CH:8]=[C:9]([C:12]3[CH:13]=[N:14][N:15]([CH3:17])[CH:16]=3)[CH:10]=2)[C:5](=[O:18])[N:4]([CH3:19])[CH:3]=1.[F:20][C:21]1[CH:27]=[CH:26][C:24]([NH2:25])=[CH:23][C:22]=1B1OC(C)(C)C(C)(C)O1.[O-]P([O-])([O-])=O.[K+].[K+].[K+]. The catalyst is O1CCOCC1.C1C=CC(P(C2C=CC=CC=2)[C-]2C=CC=C2)=CC=1.C1C=CC(P(C2C=CC=CC=2)[C-]2C=CC=C2)=CC=1.Cl[Pd]Cl.[Fe+2]. The product is [NH2:25][C:24]1[CH:23]=[CH:22][C:21]([F:20])=[C:27]([C:2]2[C:11]3[C:6](=[CH:7][CH:8]=[C:9]([C:12]4[CH:13]=[N:14][N:15]([CH3:17])[CH:16]=4)[CH:10]=3)[C:5](=[O:18])[N:4]([CH3:19])[CH:3]=2)[CH:26]=1. The yield is 0.640. (4) The reactants are Br[C:2]1[CH:3]=[C:4]2[C:9](=[CH:10][C:11]=1[O:12][CH2:13][CH3:14])[C:8]([CH3:16])([CH3:15])[CH2:7][CH:6]=[C:5]2[CH:17]([CH3:19])[CH3:18].[O-]P([O-])([O-])=O.[K+].[K+].[K+].[NH2:28][C:29]1[CH:39]=[CH:38][C:32]([C:33]([O:35][CH2:36][CH3:37])=[O:34])=[CH:31][CH:30]=1. The catalyst is C1C=CC(/C=C/C(/C=C/C2C=CC=CC=2)=O)=CC=1.C1C=CC(/C=C/C(/C=C/C2C=CC=CC=2)=O)=CC=1.C1C=CC(/C=C/C(/C=C/C2C=CC=CC=2)=O)=CC=1.[Pd].[Pd].C1(C)C=CC=CC=1. The product is [CH2:13]([O:12][C:11]1[C:2]([NH:28][C:29]2[CH:30]=[CH:31][C:32]([C:33]([O:35][CH2:36][CH3:37])=[O:34])=[CH:38][CH:39]=2)=[CH:3][C:4]2[C:5]([CH:17]([CH3:19])[CH3:18])=[CH:6][CH2:7][C:8]([CH3:16])([CH3:15])[C:9]=2[CH:10]=1)[CH3:14]. The yield is 0.600. (5) The reactants are [OH:1][CH2:2][C:3]1[CH2:4][C@H:5]([OH:21])[C@H:6]2[CH2:15][CH2:14][CH:13]3[C@:8]([CH3:18])([CH2:9][CH2:10][CH2:11][C:12]3([CH3:17])[CH3:16])[C@H:7]2[CH2:19][CH:20]=1.CC1(C)N([O])C(C)(C)CCC1.C([O-])(O)=O.[Na+].C([O-])([O-])=O.[K+].[K+].C1C(=O)N(Cl)C(=O)C1. The catalyst is C(Cl)Cl. The product is [OH:21][C@@H:5]1[CH:6]2[CH2:15][CH2:14][CH:13]3[C@@:8]([CH3:18])([CH:7]2[CH2:19][CH:20]=[C:3]([CH:2]=[O:1])[CH2:4]1)[CH2:9][CH2:10][CH2:11][C:12]3([CH3:16])[CH3:17]. The yield is 0.750. (6) The reactants are [CH3:1][O:2][C:3]1[C:4](=[O:23])[C:5]([CH3:22])=[C:6]([CH2:12][C:13]2[CH:14]=C(C=CC=2)C(O)=O)[C:7](=[O:11])[C:8]=1[O:9][CH3:10].[NH:24]1CC[O:27][CH2:26][CH2:25]1. No catalyst specified. The product is [CH3:1][O:2][C:3]1[C:4](=[O:23])[C:5]([CH3:22])=[C:6]([CH2:12][CH:13]2[CH2:14][O:27][CH2:26][CH2:25][NH:24]2)[C:7](=[O:11])[C:8]=1[O:9][CH3:10]. The yield is 0.540. (7) The reactants are Br[CH:2]([C:8]([C:10]1[CH:15]=[C:14]([Cl:16])[CH:13]=[CH:12][C:11]=1[O:17][CH3:18])=O)[C:3]([O:5][CH2:6][CH3:7])=[O:4].[NH2:19][C:20]([NH2:22])=[S:21]. The yield is 0.310. The product is [NH2:22][C:20]1[S:21][C:2]([C:3]([O:5][CH2:6][CH3:7])=[O:4])=[C:8]([C:10]2[CH:15]=[C:14]([Cl:16])[CH:13]=[CH:12][C:11]=2[O:17][CH3:18])[N:19]=1. The catalyst is C(O)C. (8) The reactants are [H-].[Na+].[OH:3][CH2:4][C@H:5]1[NH:9][C:8](=[O:10])[CH2:7][CH2:6]1.[C:11]([C:15]1[N:19]([CH3:20])[N:18]([CH2:21][CH2:22][CH3:23])/[C:17](=[N:24]/[C:25](=[O:37])[C:26]2[CH:31]=[C:30]([C:32]([F:35])([F:34])[F:33])[CH:29]=[CH:28][C:27]=2F)/[CH:16]=1)([CH3:14])([CH3:13])[CH3:12]. The catalyst is CN(C)C=O. The product is [C:11]([C:15]1[N:19]([CH3:20])[N:18]([CH2:21][CH2:22][CH3:23])/[C:17](=[N:24]/[C:25](=[O:37])[C:26]2[CH:31]=[C:30]([C:32]([F:35])([F:33])[F:34])[CH:29]=[CH:28][C:27]=2[O:3][CH2:4][C@@H:5]2[CH2:6][CH2:7][C:8](=[O:10])[NH:9]2)/[CH:16]=1)([CH3:12])([CH3:13])[CH3:14]. The yield is 0.330. (9) The reactants are Cl[CH:2](Cl)/[C:3](=[N:5]\[NH:6]S(C1C=CC(C)=CC=1)(=O)=O)/[CH3:4].C(N(CC)CC)C.[C:25]([Si:29]([CH3:35])([CH3:34])[O:30][CH2:31][CH2:32][NH2:33])([CH3:28])([CH3:27])[CH3:26]. The catalyst is CO. The product is [C:25]([Si:29]([CH3:35])([CH3:34])[O:30][CH2:31][CH2:32][N:33]1[CH:2]=[C:3]([CH3:4])[N:5]=[N:6]1)([CH3:28])([CH3:27])[CH3:26]. The yield is 0.750.